Dataset: Forward reaction prediction with 1.9M reactions from USPTO patents (1976-2016). Task: Predict the product of the given reaction. (1) Given the reactants [NH2:1][CH2:2][CH2:3][CH2:4][CH2:5][CH2:6][C:7](=[O:29])[CH2:8][S:9][C:10]([C:23]1[CH:28]=[CH:27][CH:26]=[CH:25][CH:24]=1)([C:17]1[CH:22]=[CH:21][CH:20]=[CH:19][CH:18]=1)[C:11]1[CH:16]=[CH:15][CH:14]=[CH:13][CH:12]=1.[C:30]1([N:36]=[C:37]=[O:38])[CH:35]=[CH:34][CH:33]=[CH:32][CH:31]=1, predict the reaction product. The product is: [O:29]=[C:7]([CH2:8][S:9][C:10]([C:11]1[CH:12]=[CH:13][CH:14]=[CH:15][CH:16]=1)([C:17]1[CH:18]=[CH:19][CH:20]=[CH:21][CH:22]=1)[C:23]1[CH:28]=[CH:27][CH:26]=[CH:25][CH:24]=1)[CH2:6][CH2:5][CH2:4][CH2:3][CH2:2][NH:1][C:37]([NH:36][C:30]1[CH:35]=[CH:34][CH:33]=[CH:32][CH:31]=1)=[O:38]. (2) Given the reactants [NH2:1][C@H:2]1[CH2:6][CH2:5][N:4]([C:7]2[C:12]([C:13]([O:15][CH:16]([CH3:18])[CH3:17])=[O:14])=[CH:11][CH:10]=[CH:9][N:8]=2)[CH2:3]1.Br[CH2:20][C:21]1[CH:26]=[CH:25][CH:24]=[CH:23][C:22]=1[CH2:27][CH3:28].C([O-])([O-])=O.[K+].[K+], predict the reaction product. The product is: [CH2:27]([C:22]1[CH:23]=[CH:24][CH:25]=[CH:26][C:21]=1[CH2:20][NH:1][C@H:2]1[CH2:6][CH2:5][N:4]([C:7]2[C:12]([C:13]([O:15][CH:16]([CH3:18])[CH3:17])=[O:14])=[CH:11][CH:10]=[CH:9][N:8]=2)[CH2:3]1)[CH3:28]. (3) Given the reactants [Cl:1][C:2]1[CH:3]=[CH:4][C:5]2[S:9][CH:8]=[C:7]([CH2:10][CH2:11][NH2:12])[C:6]=2[CH:13]=1.C(N(CC)CC)C.[F:21][C:22]([F:33])([F:32])[C:23]1[CH:31]=[CH:30][CH:29]=[CH:28][C:24]=1[C:25](Cl)=[O:26], predict the reaction product. The product is: [Cl:1][C:2]1[CH:3]=[CH:4][C:5]2[S:9][CH:8]=[C:7]([CH2:10][CH2:11][NH:12][C:25](=[O:26])[C:24]3[CH:28]=[CH:29][CH:30]=[CH:31][C:23]=3[C:22]([F:21])([F:32])[F:33])[C:6]=2[CH:13]=1. (4) Given the reactants [Br:1][C:2]1[CH:3]=[C:4]2[C:9](=[CH:10][CH:11]=1)[CH:8]=[C:7](O)[CH:6]=[CH:5]2.[NH2:13][C:14]1[CH:19]=[CH:18][CH:17]=[CH:16][CH:15]=1, predict the reaction product. The product is: [NH:13]([C:7]1[CH:6]=[CH:5][C:4]2[C:9](=[CH:10][CH:11]=[C:2]([Br:1])[CH:3]=2)[CH:8]=1)[C:14]1[CH:19]=[CH:18][CH:17]=[CH:16][CH:15]=1. (5) The product is: [C:28]([O:27][C:25]([N:32]1[CH2:37][CH2:36][C:35]([CH:21]([C:22]([OH:24])=[O:23])[CH2:20][C:17]2[CH:16]=[CH:15][C:14]([F:13])=[CH:19][CH:18]=2)([OH:38])[CH2:34][CH2:33]1)=[O:26])([CH3:31])([CH3:29])[CH3:30]. Given the reactants C([Li])CCC.C(NC(C)C)(C)C.[F:13][C:14]1[CH:19]=[CH:18][C:17]([CH2:20][CH2:21][C:22]([OH:24])=[O:23])=[CH:16][CH:15]=1.[C:25]([N:32]1[CH2:37][CH2:36][C:35](=[O:38])[CH2:34][CH2:33]1)([O:27][C:28]([CH3:31])([CH3:30])[CH3:29])=[O:26], predict the reaction product.